Dataset: Peptide-MHC class II binding affinity with 134,281 pairs from IEDB. Task: Regression. Given a peptide amino acid sequence and an MHC pseudo amino acid sequence, predict their binding affinity value. This is MHC class II binding data. (1) The peptide sequence is MSGPMQQLTQPLQQV. The MHC is DRB3_0101 with pseudo-sequence DRB3_0101. The binding affinity (normalized) is 0. (2) The MHC is HLA-DPA10201-DPB11401 with pseudo-sequence HLA-DPA10201-DPB11401. The binding affinity (normalized) is 0.449. The peptide sequence is TEEQKLIEKINAGFK.